This data is from Full USPTO retrosynthesis dataset with 1.9M reactions from patents (1976-2016). The task is: Predict the reactants needed to synthesize the given product. (1) The reactants are: [C:1]([C:3]1[CH:8]=[C:7]([O:9][CH2:10][CH:11]2[CH2:16][CH2:15][N:14]([CH2:17][C:18]([CH2:22][CH3:23])([F:21])[CH2:19][CH3:20])[CH2:13][CH2:12]2)[CH:6]=[CH:5][C:4]=1[C:24]1[CH:29]=[CH:28][C:27]([C:30]([O:32]C)=[O:31])=[CH:26][CH:25]=1)#[N:2].O[Li].O. Given the product [C:1]([C:3]1[CH:8]=[C:7]([O:9][CH2:10][CH:11]2[CH2:12][CH2:13][N:14]([CH2:17][C:18]([CH2:22][CH3:23])([F:21])[CH2:19][CH3:20])[CH2:15][CH2:16]2)[CH:6]=[CH:5][C:4]=1[C:24]1[CH:29]=[CH:28][C:27]([C:30]([OH:32])=[O:31])=[CH:26][CH:25]=1)#[N:2], predict the reactants needed to synthesize it. (2) Given the product [F:1][C:2]1[N:7]=[C:6]([N:13]2[C@@H:12]([CH:9]([CH3:11])[CH3:10])[CH2:16][O:15][C:14]2=[O:17])[CH:5]=[CH:4][N:3]=1, predict the reactants needed to synthesize it. The reactants are: [F:1][C:2]1[N:7]=[C:6](F)[CH:5]=[CH:4][N:3]=1.[CH:9]([C@H:12]1[CH2:16][O:15][C:14](=[O:17])[NH:13]1)([CH3:11])[CH3:10].[H-].[Na+].